From a dataset of Catalyst prediction with 721,799 reactions and 888 catalyst types from USPTO. Predict which catalyst facilitates the given reaction. (1) Reactant: [CH3:1][O:2][CH2:3][C@@H:4]1[CH2:8][N:7](C(OC(C)(C)C)=O)[C@H:6]([C:16]2[NH:17][C:18]([C:21]3[CH:26]=[C:25]4[CH2:27][O:28][C:29]5[CH:47]=[C:46]6[C:32]([CH:33]=[CH:34][C:35]7[N:39]=[C:38]([C@@H:40]8[CH2:44][CH2:43][C@H:42]([CH3:45])[NH:41]8)[NH:37][C:36]=76)=[CH:31][C:30]=5[C:24]4=[CH:23][CH:22]=3)=[CH:19][N:20]=2)[CH2:5]1.[CH3:48][O:49][C@H:50]([CH3:60])[C@H:51]([NH:55][C:56]([O:58][CH3:59])=[O:57])[C:52](O)=[O:53].CN(C(ON1N=NC2C=CC=NC1=2)=[N+](C)C)C.F[P-](F)(F)(F)(F)F.CCN(C(C)C)C(C)C.C(=O)(O)[O-].[Na+]. Product: [CH3:59][O:58][C:56](=[O:57])[NH:55][C@@H:51]([C@H:50]([O:49][CH3:48])[CH3:60])[C:52]([N:41]1[C@@H:42]([CH3:45])[CH2:43][CH2:44][C@H:40]1[C:38]1[NH:37][C:36]2[C:46]3[C:32]([CH:33]=[CH:34][C:35]=2[N:39]=1)=[CH:31][C:30]1[C:24]2[C:25]([CH2:27][O:28][C:29]=1[CH:47]=3)=[CH:26][C:21]([C:18]1[NH:17][C:16]([C@@H:6]3[CH2:5][C@H:4]([CH2:3][O:2][CH3:1])[CH2:8][NH:7]3)=[N:20][CH:19]=1)=[CH:22][CH:23]=2)=[O:53]. The catalyst class is: 3. (2) Reactant: [Si:1]([O:8][CH2:9][CH:10]1[CH2:15][CH:14]([OH:16])[CH2:13][CH2:12][O:11]1)([C:4]([CH3:7])([CH3:6])[CH3:5])([CH3:3])[CH3:2].[CH3:17][S:18](Cl)(=[O:20])=[O:19]. Product: [CH3:17][S:18]([O:16][CH:14]1[CH2:13][CH2:12][O:11][CH:10]([CH2:9][O:8][Si:1]([C:4]([CH3:7])([CH3:6])[CH3:5])([CH3:3])[CH3:2])[CH2:15]1)(=[O:20])=[O:19]. The catalyst class is: 2. (3) Reactant: [CH2:1]([C:3]1[NH:11][C:10]2[C:5](=[N:6][CH:7]=[N:8][C:9]=2[C:12]2[C:17]([CH3:18])=[CH:16][C:15]([CH3:19])=[CH:14][C:13]=2[CH3:20])[N:4]=1)[CH3:2].[H-].[Na+].Br[CH2:24][CH2:25][CH2:26][CH3:27]. Product: [CH2:24]([N:4]1[C:3]([CH2:1][CH3:2])=[N:11][C:10]2[C:5]1=[N:6][CH:7]=[N:8][C:9]=2[C:12]1[C:17]([CH3:18])=[CH:16][C:15]([CH3:19])=[CH:14][C:13]=1[CH3:20])[CH2:25][CH2:26][CH3:27]. The catalyst class is: 13.